From a dataset of Forward reaction prediction with 1.9M reactions from USPTO patents (1976-2016). Predict the product of the given reaction. (1) Given the reactants [H-].[Na+].[C:3]([C:7]1[CH:12]=[C:11]([CH3:13])[CH:10]=[CH:9][C:8]=1[OH:14])([CH3:6])([CH3:5])[CH3:4].[CH2:15]([O:17][P:18](Cl)(=[O:22])[O:19][CH2:20][CH3:21])[CH3:16], predict the reaction product. The product is: [P:18]([O:19][CH2:20][CH3:21])([O:17][CH2:15][CH3:16])([O:14][C:8]1[CH:9]=[CH:10][C:11]([CH3:13])=[CH:12][C:7]=1[C:3]([CH3:6])([CH3:5])[CH3:4])=[O:22]. (2) The product is: [Cl:10][C:7]1[CH:8]=[CH:9][C:2]([NH:1][C:20](=[O:23])[CH2:21][CH3:22])=[C:3]([C:4]#[N:5])[CH:6]=1. Given the reactants [NH2:1][C:2]1[CH:9]=[CH:8][C:7]([Cl:10])=[CH:6][C:3]=1[C:4]#[N:5].CN(C1C=CC=CN=1)C.[C:20](Cl)(=[O:23])[CH2:21][CH3:22].O, predict the reaction product. (3) The product is: [Si:36]([O:18][CH2:17][C@H:10]1[O:9][C@:8]([C:5]2[CH:6]=[CH:7][C:2]([Cl:1])=[C:3]([CH2:21][C:22]3[CH:27]=[CH:26][C:25]([O:28][CH2:29][CH3:30])=[C:24]([F:31])[CH:23]=3)[CH:4]=2)([O:19][CH3:20])[C@H:13]([OH:14])[C@@H:12]([OH:15])[C@@H:11]1[OH:16])([C:33]([CH3:35])([CH3:34])[CH3:32])([CH3:38])[CH3:37]. Given the reactants [Cl:1][C:2]1[CH:7]=[CH:6][C:5]([C@@:8]2([O:19][CH3:20])[C@H:13]([OH:14])[C@@H:12]([OH:15])[C@H:11]([OH:16])[C@@H:10]([CH2:17][OH:18])[O:9]2)=[CH:4][C:3]=1[CH2:21][C:22]1[CH:27]=[CH:26][C:25]([O:28][CH2:29][CH3:30])=[C:24]([F:31])[CH:23]=1.[CH3:32][C:33]([Si:36](Cl)([CH3:38])[CH3:37])([CH3:35])[CH3:34], predict the reaction product. (4) Given the reactants [I:1][C:2]1[CH:7]=[CH:6][C:5]([CH3:8])=[CH:4][CH:3]=1.[CH2:9]([C:13]1[CH:18]=[CH:17][CH:16]=[CH:15][CH:14]=1)[CH:10]([CH3:12])[CH3:11].[S:19](=[O:23])(=[O:22])([OH:21])[OH:20].[NH4+].[NH4+].[O-]S(OOS([O-])(=O)=O)(=O)=O, predict the reaction product. The product is: [S:19]([O-:23])([OH:22])(=[O:21])=[O:20].[CH3:8][C:5]1[CH:6]=[CH:7][C:2]([I+:1][C:16]2[CH:17]=[CH:18][C:13]([CH2:9][CH:10]([CH3:12])[CH3:11])=[CH:14][CH:15]=2)=[CH:3][CH:4]=1.